From a dataset of Forward reaction prediction with 1.9M reactions from USPTO patents (1976-2016). Predict the product of the given reaction. (1) The product is: [CH2:4]([OH:5])[CH2:3][CH2:2][OH:1].[OH:5][CH2:4][CH2:3][CH:2]=[O:1]. Given the reactants [OH:1][CH2:2][CH2:3][CH:4]=[O:5].C(C=C)=O, predict the reaction product. (2) Given the reactants O[C@@H:2]1[CH2:11][C:6]2([CH2:10][CH2:9][CH2:8][CH2:7]2)[C@@H:5]([C:12]([O:14][CH3:15])=[O:13])[C:4]([CH3:16])=[CH:3]1.C([SiH](CC)CC)C.B(F)(F)F.CCOCC.[OH-].[Na+], predict the reaction product. The product is: [CH3:16][C:4]1[CH:5]([C:12]([O:14][CH3:15])=[O:13])[C:6]2([CH2:11][CH2:2][CH:3]=1)[CH2:10][CH2:9][CH2:8][CH2:7]2. (3) Given the reactants [Br:1][CH:2]([CH2:6][CH:7]([CH3:9])[CH3:8])[C:3](O)=[O:4].[CH3:10][N:11]1[C@@H]2CC3C=CC(OC)=C4O[C@H]5[C@@H](O)C=C[C@@H]2[C@]5(C=34)CC1.C(OC(Cl)=O)C(C)C, predict the reaction product. The product is: [Br:1][CH:2]([CH2:6][CH:7]([CH3:9])[CH3:8])[C:3]([NH:11][CH3:10])=[O:4]. (4) The product is: [CH:26]1[C:27]2[C:22](=[N:21][C:20]3[C:15]([C:14]=2[C:12]([NH2:11])=[O:13])=[CH:16][CH:17]=[CH:18][CH:19]=3)[CH:23]=[CH:24][CH:25]=1. Given the reactants OCC(NC(C[NH:11][C:12]([C:14]1[C:15]2[C:20]([N:21]=[C:22]3[C:27]=1[CH:26]=[CH:25][CH:24]=[CH:23]3)=[CH:19][CH:18]=[CH:17][CH:16]=2)=[O:13])=O)C(O)C.COC1(OC)C=CC(C(Cl)(C2C=CC=CC=2)C2C=CC=CC=2)=CC1.CO, predict the reaction product. (5) The product is: [CH3:1][N:2]([CH3:6])[C:3]([N:14]1[CH2:13][C:12]2[CH:15]=[CH:16][C:17]([C:19]([O:21][CH3:22])=[O:20])=[CH:18][C:11]=2[O:10][CH2:9][C@@H:8]1[CH3:7])=[O:4]. Given the reactants [CH3:1][N:2]([CH3:6])[C:3](Cl)=[O:4].[CH3:7][C@@H:8]1[NH:14][CH2:13][C:12]2[CH:15]=[CH:16][C:17]([C:19]([O:21][CH3:22])=[O:20])=[CH:18][C:11]=2[O:10][CH2:9]1.C(N(CC)CC)C, predict the reaction product. (6) Given the reactants [Li+].[OH-].C1COCC1.[Cl:8][C:9]1[CH:14]=[CH:13][C:12]([C:15]2[CH:20]=[CH:19][C:18]([NH:21][C:22]([C:24]3[CH:29]=[CH:28][C:27]([C:30]([F:33])([F:32])[F:31])=[CH:26][C:25]=3[C:34]3[CH:35]=[CH:36][C:37]([C:40]([NH:42][CH2:43][CH2:44][C:45]([O:47]CC)=[O:46])=[O:41])=[N:38][CH:39]=3)=[O:23])=[CH:17][CH:16]=2)=[C:11]([CH3:50])[CH:10]=1.Cl, predict the reaction product. The product is: [Cl:8][C:9]1[CH:14]=[CH:13][C:12]([C:15]2[CH:20]=[CH:19][C:18]([NH:21][C:22]([C:24]3[CH:29]=[CH:28][C:27]([C:30]([F:32])([F:31])[F:33])=[CH:26][C:25]=3[C:34]3[CH:35]=[CH:36][C:37]([C:40]([NH:42][CH2:43][CH2:44][C:45]([OH:47])=[O:46])=[O:41])=[N:38][CH:39]=3)=[O:23])=[CH:17][CH:16]=2)=[C:11]([CH3:50])[CH:10]=1.